From a dataset of Reaction yield outcomes from USPTO patents with 853,638 reactions. Predict the reaction yield, written as a fraction of the theoretical maximum amount of product (1.0 means a 100% yield; for example, 0.34 means a 34% yield). (1) The reactants are Cl[C:2]1[C:7]([Cl:8])=[CH:6][N:5]=[C:4]([NH2:9])[C:3]=1[N+:10]([O-:12])=[O:11].[Si:13]([O:20][C@@H:21]1[C@H:25]([CH2:26][O:27][Si:28]([C:31]([CH3:34])([CH3:33])[CH3:32])([CH3:30])[CH3:29])[CH2:24][C@@H:23]([NH2:35])[CH2:22]1)([C:16]([CH3:19])([CH3:18])[CH3:17])([CH3:15])[CH3:14].CCN(C(C)C)C(C)C. The catalyst is C(O)C. The product is [Si:13]([O:20][C@@H:21]1[C@H:25]([CH2:26][O:27][Si:28]([C:31]([CH3:34])([CH3:33])[CH3:32])([CH3:29])[CH3:30])[CH2:24][C@@H:23]([NH:35][C:2]2[C:7]([Cl:8])=[CH:6][N:5]=[C:4]([NH2:9])[C:3]=2[N+:10]([O-:12])=[O:11])[CH2:22]1)([C:16]([CH3:19])([CH3:18])[CH3:17])([CH3:15])[CH3:14]. The yield is 0.820. (2) The reactants are [CH3:1][O:2][C:3]1[CH:7]=[C:6]([C:8]([O:10]C)=[O:9])[N:5]([CH3:12])[N:4]=1.[OH-].[Na+].Cl. The catalyst is CO. The product is [CH3:1][O:2][C:3]1[CH:7]=[C:6]([C:8]([OH:10])=[O:9])[N:5]([CH3:12])[N:4]=1. The yield is 0.400.